From a dataset of Full USPTO retrosynthesis dataset with 1.9M reactions from patents (1976-2016). Predict the reactants needed to synthesize the given product. Given the product [CH3:3][CH:2]([CH2:4][N:5]([S:29]([C:32]1[CH:37]=[CH:36][C:35]([NH2:38])=[CH:34][CH:33]=1)(=[O:31])=[O:30])[CH2:6][C@@H:7]([OH:28])[C@@H:8]([NH:16][C:17]([O:19][C@@H:20]1[C@@H:24]2[CH2:25][CH2:26][O:27][C@@H:23]2[O:22][CH2:21]1)=[O:18])[CH2:9][C:10]1[CH:15]=[CH:14][CH:13]=[CH:12][CH:11]=1)[CH3:1], predict the reactants needed to synthesize it. The reactants are: [CH3:1][CH:2]([CH2:4][N:5]([S:29]([C:32]1[CH:33]=[CH:34][C:35]([NH2:38])=[CH:36][CH:37]=1)(=[O:31])=[O:30])[CH2:6][C@@H:7]([OH:28])[C@@H:8]([NH:16][C:17]([O:19][C@@H:20]1[C@@H:24]2[CH2:25][CH2:26][O:27][C@@H:23]2[O:22][CH2:21]1)=[O:18])[CH2:9][C:10]1[CH:11]=[CH:12][CH:13]=[CH:14][CH:15]=1)[CH3:3].COCCO.